This data is from Full USPTO retrosynthesis dataset with 1.9M reactions from patents (1976-2016). The task is: Predict the reactants needed to synthesize the given product. (1) Given the product [Cl:1][C:2]1[CH:3]=[CH:4][C:5]([OH:28])=[C:6]([NH:8][C:9]2[NH:13][C:12]3[CH:14]=[CH:15][C:16]([S:18]([N:21]4[CH2:26][CH2:25][N:24]([CH3:27])[CH2:23][CH2:22]4)(=[O:19])=[O:20])=[CH:17][C:11]=3[N:10]=2)[CH:7]=1, predict the reactants needed to synthesize it. The reactants are: [Cl:1][C:2]1[CH:3]=[CH:4][C:5]([O:28]C)=[C:6]([NH:8][C:9]2[NH:13][C:12]3[CH:14]=[CH:15][C:16]([S:18]([N:21]4[CH2:26][CH2:25][N:24]([CH3:27])[CH2:23][CH2:22]4)(=[O:20])=[O:19])=[CH:17][C:11]=3[N:10]=2)[CH:7]=1.B(Br)(Br)Br. (2) Given the product [CH:1]1([CH:6]=[CH:7][CH:8]([CH3:15])[CH2:9][CH2:10][OH:11])[CH2:5][CH2:4][CH2:3][CH2:2]1, predict the reactants needed to synthesize it. The reactants are: [CH:1]1([CH:6]=[CH:7][CH:8]([CH3:15])[CH2:9][C:10](OCC)=[O:11])[CH2:5][CH2:4][CH2:3][CH2:2]1.[H-].[Al+3].[Li+].[H-].[H-].[H-].O.[OH-].[Na+]. (3) Given the product [CH3:17][O:16][C:10]1[CH:9]=[C:8]2[C:13]([N:14]=[CH:15][C:6]([S:1][CH2:2][CH2:3][OH:4])=[N:7]2)=[CH:12][CH:11]=1, predict the reactants needed to synthesize it. The reactants are: [SH:1][CH2:2][CH2:3][OH:4].Cl[C:6]1[CH:15]=[N:14][C:13]2[C:8](=[CH:9][C:10]([O:16][CH3:17])=[CH:11][CH:12]=2)[N:7]=1.C(=O)([O-])[O-].[K+].[K+].C(OCC)(=O)C. (4) The reactants are: [CH:1]1[C:13]2[CH:12]([CH2:14][O:15][C:16]([NH:18][C@@H:19]([CH2:24][CH2:25][CH2:26][NH:27][C:28]([NH:30][S:31]([C:34]3[C:35]([CH3:48])=[C:36]4[C:41](=[C:42]([CH3:45])[C:43]=3[CH3:44])[O:40][C:39]([CH3:47])([CH3:46])[CH2:38][CH2:37]4)(=[O:33])=[O:32])=[NH:29])[CH2:20][C:21]([OH:23])=[O:22])=[O:17])[C:11]3[C:6](=[CH:7][CH:8]=[CH:9][CH:10]=3)[C:5]=2[CH:4]=[CH:3][CH:2]=1.S(Cl)(Cl)=O.[CH3:53]O. Given the product [CH:1]1[C:13]2[CH:12]([CH2:14][O:15][C:16]([NH:18][C@@H:19]([CH2:24][CH2:25][CH2:26][NH:27][C:28]([NH:30][S:31]([C:34]3[C:35]([CH3:48])=[C:36]4[C:41](=[C:42]([CH3:45])[C:43]=3[CH3:44])[O:40][C:39]([CH3:46])([CH3:47])[CH2:38][CH2:37]4)(=[O:33])=[O:32])=[NH:29])[CH2:20][C:21]([O:23][CH3:53])=[O:22])=[O:17])[C:11]3[C:6](=[CH:7][CH:8]=[CH:9][CH:10]=3)[C:5]=2[CH:4]=[CH:3][CH:2]=1, predict the reactants needed to synthesize it. (5) Given the product [CH3:21][O:20][C:17]1[CH:16]=[CH:15][C:14]([C:12]2[C:11]([C:22]3[CH:23]=[CH:24][CH:25]=[CH:26][CH:27]=3)=[CH:10][NH:9][C:28]=2[C:2]#[N:1])=[CH:19][CH:18]=1, predict the reactants needed to synthesize it. The reactants are: [NH2:1][CH:2](C#N)C(N)=O.C[N:9]([CH3:28])[CH:10]=[C:11]([C:22]1[CH:27]=[CH:26][CH:25]=[CH:24][CH:23]=1)[C:12]([C:14]1[CH:19]=[CH:18][C:17]([O:20][CH3:21])=[CH:16][CH:15]=1)=O.S(=O)(=O)(O)O.O. (6) The reactants are: [CH2:1]([NH:8][C:9]1[N:14]2[N:15]=[CH:16][C:17]([C:18](O)=[O:19])=[C:13]2[N:12]=[CH:11][C:10]=1[C:21]([N:23]1[CH2:28][CH2:27][C:26]2([C:32]3[CH:33]=[CH:34][CH:35]=[CH:36][C:31]=3[O:30][CH2:29]2)[CH2:25][CH2:24]1)=[O:22])[C:2]1[CH:7]=[CH:6][CH:5]=[CH:4][CH:3]=1.[CH3:37][S:38]([NH2:41])(=[O:40])=[O:39]. Given the product [CH2:1]([NH:8][C:9]1[N:14]2[N:15]=[CH:16][C:17]([C:18]([NH:41][S:38]([CH3:37])(=[O:40])=[O:39])=[O:19])=[C:13]2[N:12]=[CH:11][C:10]=1[C:21]([N:23]1[CH2:24][CH2:25][C:26]2([C:32]3[CH:33]=[CH:34][CH:35]=[CH:36][C:31]=3[O:30][CH2:29]2)[CH2:27][CH2:28]1)=[O:22])[C:2]1[CH:7]=[CH:6][CH:5]=[CH:4][CH:3]=1, predict the reactants needed to synthesize it. (7) Given the product [OH:67][C:8]([C:10]1[CH:11]=[CH:12][C:13]([C:29]2[N:34]=[C:33]3[N:35]([CH2:39][CH:40]4[CH2:45][CH2:44][O:43][CH2:42][CH2:41]4)[C:36](=[O:38])[NH:37][C:32]3=[N:31][CH:30]=2)=[CH:18][CH:19]=1)([CH3:7])[CH3:46], predict the reactants needed to synthesize it. The reactants are: O=C1NC2=N[CH:7]=[C:8]([C:10]3[CH:19]=[CH:18][C:13](C(OC)=O)=[CH:12][CH:11]=3)N=C2N1CC1CCOCC1.Br[C:29]1[N:34]=[C:33]2[N:35]([CH2:39][CH:40]3[CH2:45][CH2:44][O:43][CH2:42][CH2:41]3)[C:36](=[O:38])[NH:37][C:32]2=[N:31][CH:30]=1.[CH3:46]OC(C1C=CC(B(O)O)=CC=1)=O.P([O-])([O-])([O-])=O.[K+].[K+].[K+].[OH2:67]. (8) Given the product [CH3:48][C:38]1[CH:43]=[CH:42][C:41]([S:44]([NH:1][C@@H:2]([CH2:8][NH:9][C:10]([CH:12]2[CH2:28][CH2:27][C:15]3([CH2:20][CH2:19][N:18]([C:21]4[CH:22]=[CH:23][N:24]=[CH:25][CH:26]=4)[CH2:17][CH2:16]3)[CH2:14][CH2:13]2)=[O:11])[C:3]([O:5][CH2:6][CH3:7])=[O:4])(=[O:46])=[O:45])=[CH:40][CH:39]=1, predict the reactants needed to synthesize it. The reactants are: [NH2:1][C@@H:2]([CH2:8][NH:9][C:10]([CH:12]1[CH2:28][CH2:27][C:15]2([CH2:20][CH2:19][N:18]([C:21]3[CH:26]=[CH:25][N:24]=[CH:23][CH:22]=3)[CH2:17][CH2:16]2)[CH2:14][CH2:13]1)=[O:11])[C:3]([O:5][CH2:6][CH3:7])=[O:4].CCN(C(C)C)C(C)C.[C:38]1([CH3:48])[CH:43]=[CH:42][C:41]([S:44](Cl)(=[O:46])=[O:45])=[CH:40][CH:39]=1. (9) Given the product [Cl:1][C:2]1[N:3]=[C:4]([NH:23][C:24]2[CH:32]=[CH:31][CH:30]=[C:29]([F:33])[C:25]=2[C:26]([OH:28])=[O:27])[C:5]2[C:10]([F:11])=[CH:9][N:8]([S:12]([C:15]3[CH:20]=[CH:19][C:18]([CH3:21])=[CH:17][CH:16]=3)(=[O:14])=[O:13])[C:6]=2[N:7]=1, predict the reactants needed to synthesize it. The reactants are: [Cl:1][C:2]1[N:3]=[C:4](Cl)[C:5]2[C:10]([F:11])=[CH:9][N:8]([S:12]([C:15]3[CH:20]=[CH:19][C:18]([CH3:21])=[CH:17][CH:16]=3)(=[O:14])=[O:13])[C:6]=2[N:7]=1.[NH2:23][C:24]1[CH:32]=[CH:31][CH:30]=[C:29]([F:33])[C:25]=1[C:26]([OH:28])=[O:27].Cl.